The task is: Predict the product of the given reaction.. This data is from Forward reaction prediction with 1.9M reactions from USPTO patents (1976-2016). (1) The product is: [CH3:1][O:2][C:3]1[CH:4]=[C:5]([C@@H:14]([CH2:13][CH3:12])[C@H:15]([CH3:16])[CH:17]=[O:18])[CH:6]=[CH:7][CH:8]=1. Given the reactants [CH3:1][O:2][C:3]1[CH:4]=[C:5](B(O)O)[CH:6]=[CH:7][CH:8]=1.[CH3:12][CH2:13]/[CH:14]=[C:15](/[CH:17]=[O:18])\[CH3:16].CO.[OH-].[K+], predict the reaction product. (2) Given the reactants [CH3:1][O:2][C:3]([C:5]1([NH:13][OH:14])[CH2:10][CH2:9][N:8]([O:11][CH3:12])[CH2:7][CH2:6]1)=[O:4].C(=O)([O-])O.[Na+].[CH3:20][C:21]1[CH:26]=[C:25]([CH3:27])[CH:24]=[C:23]([CH:28]=[CH2:29])[C:22]=1[CH2:30][C:31](Cl)=[O:32], predict the reaction product. The product is: [CH3:1][O:2][C:3]([C:5]1([N:13]([C:31](=[O:32])[CH2:30][C:22]2[C:23]([CH:28]=[CH2:29])=[CH:24][C:25]([CH3:27])=[CH:26][C:21]=2[CH3:20])[OH:14])[CH2:10][CH2:9][N:8]([O:11][CH3:12])[CH2:7][CH2:6]1)=[O:4].